This data is from Reaction yield outcomes from USPTO patents with 853,638 reactions. The task is: Predict the reaction yield, written as a fraction of the theoretical maximum amount of product (1.0 means a 100% yield; for example, 0.34 means a 34% yield). (1) The reactants are [CH3:1][O:2][N:3]=[C:4]([C:43]1[N:44]=[C:45]([NH:48]C(C2C=CC=CC=2)(C2C=CC=CC=2)C2C=CC=CC=2)[S:46][CH:47]=1)[C:5]([NH:7][CH:8]1[C:15](=[O:16])[N:14]2[CH:9]1[S:10][CH2:11][C:12](/[CH:33]=[CH:34]/OS(C(F)(F)F)(=O)=O)=[C:13]2[C:17]([O:19]C(C1C=CC=CC=1)C1C=CC=CC=1)=[O:18])=[O:6].S(O)(O)(=O)=O.[NH2:73][C:74]1[N:79]=[C:78]([SH:80])[CH:77]=[C:76]([NH2:81])[N:75]=1. No catalyst specified. The product is [NH2:48][C:45]1[S:46][CH:47]=[C:43]([C:4](=[N:3][O:2][CH3:1])[C:5]([NH:7][C@@H:8]2[C:15](=[O:16])[N:14]3[C@@H:9]2[S:10][CH2:11][C:12](/[CH:33]=[CH:34]/[S:80][C:78]2[CH:77]=[C:76]([NH2:81])[N:75]=[C:74]([NH2:73])[N:79]=2)=[C:13]3[C:17]([OH:19])=[O:18])=[O:6])[N:44]=1. The yield is 0.141. (2) The reactants are [C:1]([C:5]1[CH:9]=[C:8]([NH:10][C:11](=[O:36])[NH:12][C:13]2[C:22]3[C:17](=[CH:18][CH:19]=[CH:20][CH:21]=3)[C:16]([O:23][CH2:24][C:25]3[CH:30]=[CH:29][N:28]=[C:27]([NH:31][C:32](=[O:35])[CH2:33]Cl)[CH:26]=3)=[CH:15][CH:14]=2)[N:7]([C:37]2[CH:42]=[CH:41][C:40]([CH3:43])=[CH:39][CH:38]=2)[N:6]=1)([CH3:4])([CH3:3])[CH3:2].[CH3:44][S-:45].[Na+]. The catalyst is CO. The product is [C:1]([C:5]1[CH:9]=[C:8]([NH:10][C:11](=[O:36])[NH:12][C:13]2[C:22]3[C:17](=[CH:18][CH:19]=[CH:20][CH:21]=3)[C:16]([O:23][CH2:24][C:25]3[CH:30]=[CH:29][N:28]=[C:27]([NH:31][C:32](=[O:35])[CH2:33][S:45][CH3:44])[CH:26]=3)=[CH:15][CH:14]=2)[N:7]([C:37]2[CH:42]=[CH:41][C:40]([CH3:43])=[CH:39][CH:38]=2)[N:6]=1)([CH3:4])([CH3:3])[CH3:2]. The yield is 0.260. (3) The reactants are [C:1]([C:5]1[CH:10]=[CH:9][C:8](N2C(C)=CC=C2C)=[C:7]([N+:18]([O-])=O)[CH:6]=1)([CH3:4])([CH3:3])[CH3:2].CCO[C:24]([CH3:26])=O. The catalyst is [Pd]. The product is [C:1]([C:5]1[CH:10]=[CH:9][C:8]([C:5]2[CH:6]=[C:7]([CH3:8])[NH:18][C:24]=2[CH3:26])=[C:7]([CH:6]=1)[NH2:18])([CH3:2])([CH3:3])[CH3:4]. The yield is 0.990.